This data is from Reaction yield outcomes from USPTO patents with 853,638 reactions. The task is: Predict the reaction yield, written as a fraction of the theoretical maximum amount of product (1.0 means a 100% yield; for example, 0.34 means a 34% yield). (1) The reactants are C(=O)([O-])[O-].[K+].[K+].[CH2:7]([O:9][C:10]([C@@H:12]1[CH2:16][C:15]([C:17]2[CH:22]=[CH:21][C:20]([CH3:23])=[CH:19][N:18]=2)=[C:14]([CH3:24])[C@H:13]1[O:25]C(=O)C)=[O:11])[CH3:8]. The catalyst is C(O)C. The product is [CH2:7]([O:9][C:10]([C@@H:12]1[CH2:16][C:15]([C:17]2[CH:22]=[CH:21][C:20]([CH3:23])=[CH:19][N:18]=2)=[C:14]([CH3:24])[C@H:13]1[OH:25])=[O:11])[CH3:8]. The yield is 0.940. (2) The reactants are [Si:1]([O:8][CH2:9][C@H:10]1[CH2:14][C@@H:13]([N:15]2[CH:23]=[N:22][C:21]3[C:16]2=[N:17][CH:18]=[N:19][C:20]=3Cl)[CH2:12][C@@H:11]1[OH:25])([C:4]([CH3:7])([CH3:6])[CH3:5])([CH3:3])[CH3:2].C(N(CC)CC)C.[NH2:33][C@@H:34]1[C:42]2[C:37](=[CH:38][CH:39]=[CH:40][CH:41]=2)[CH2:36][CH2:35]1. The catalyst is C(O)C. The product is [Si:1]([O:8][CH2:9][C@H:10]1[CH2:14][C@@H:13]([N:15]2[CH:23]=[N:22][C:21]3[C:16]2=[N:17][CH:18]=[N:19][C:20]=3[NH:33][C@@H:34]2[C:42]3[C:37](=[CH:38][CH:39]=[CH:40][CH:41]=3)[CH2:36][CH2:35]2)[CH2:12][C@@H:11]1[OH:25])([C:4]([CH3:7])([CH3:6])[CH3:5])([CH3:3])[CH3:2]. The yield is 0.800. (3) The reactants are [C:1]([O:5][C:6]([N:8]1[CH2:13][CH2:12][N:11]([C:14]2[CH:19]=[CH:18][CH:17]=[C:16]([NH:20][CH2:21][C:22]3[CH:27]=[CH:26][CH:25]=[CH:24][CH:23]=3)[C:15]=2[N+:28]([O-])=O)[CH2:10][CH2:9]1)=[O:7])([CH3:4])([CH3:3])[CH3:2].S(S([O-])=O)([O-])=O.[Na+].[Na+]. The catalyst is C(O)C.O. The product is [C:1]([O:5][C:6]([N:8]1[CH2:13][CH2:12][N:11]([C:14]2[CH:19]=[CH:18][CH:17]=[C:16]([NH:20][CH2:21][C:22]3[CH:23]=[CH:24][CH:25]=[CH:26][CH:27]=3)[C:15]=2[NH2:28])[CH2:10][CH2:9]1)=[O:7])([CH3:4])([CH3:2])[CH3:3]. The yield is 0.900. (4) The reactants are [Br:1][C:2]1[C:3]([F:23])=[CH:4][C:5]([F:22])=[C:6]([C@:8]([NH:15][S@@:16]([C:18]([CH3:21])([CH3:20])[CH3:19])=[O:17])([CH3:14])[CH2:9][C:10](OC)=[O:11])[CH:7]=1.[H-].[H-].[H-].[H-].[Li+].[Al+3].CCOCC.S([O-])([O-])(=O)=O.[Na+].[Na+]. The catalyst is C1COCC1. The product is [Br:1][C:2]1[C:3]([F:23])=[CH:4][C:5]([F:22])=[C:6]([C@@:8]([NH:15][S@@:16]([C:18]([CH3:20])([CH3:19])[CH3:21])=[O:17])([CH2:9][CH2:10][OH:11])[CH3:14])[CH:7]=1. The yield is 0.980. (5) The reactants are F[C:2]1[CH:7]=[CH:6][C:5]([N+:8]([O-:10])=[O:9])=[C:4]([C:11]([F:14])([F:13])[F:12])[CH:3]=1.[F:15][C:16]1([F:24])[CH2:20][NH:19][C@H:18]([C:21]([OH:23])=[O:22])[CH2:17]1.C(=O)([O-])[O-].[Na+].[Na+].Cl. The catalyst is O.O.C(O)C. The product is [F:15][C:16]1([F:24])[CH2:20][N:19]([C:2]2[CH:7]=[CH:6][C:5]([N+:8]([O-:10])=[O:9])=[C:4]([C:11]([F:14])([F:13])[F:12])[CH:3]=2)[C@H:18]([C:21]([OH:23])=[O:22])[CH2:17]1. The yield is 0.890. (6) The reactants are [CH3:1][O:2][C:3](=[O:24])[CH2:4][C:5]1[C:14]([CH3:15])=[C:13]([C:16]2[CH:21]=[CH:20][C:19]([NH2:22])=[CH:18][CH:17]=2)[C:12]2[C:7](=[CH:8][CH:9]=[C:10]([F:23])[CH:11]=2)[CH:6]=1.[C:25]1([S:31](Cl)(=[O:33])=[O:32])[CH:30]=[CH:29][CH:28]=[CH:27][CH:26]=1.C(N(C(C)C)CC)(C)C. The catalyst is C1COCC1. The product is [CH3:1][O:2][C:3](=[O:24])[CH2:4][C:5]1[C:14]([CH3:15])=[C:13]([C:16]2[CH:21]=[CH:20][C:19]([NH:22][S:31]([C:25]3[CH:30]=[CH:29][CH:28]=[CH:27][CH:26]=3)(=[O:33])=[O:32])=[CH:18][CH:17]=2)[C:12]2[C:7](=[CH:8][CH:9]=[C:10]([F:23])[CH:11]=2)[CH:6]=1. The yield is 0.480. (7) The reactants are [Br:1][C:2]1[CH:10]=[CH:9][C:5]([C:6](Cl)=[O:7])=[CH:4][CH:3]=1.Br[C:12]1[CH:18]=[CH:17][CH:16]=[CH:15][C:13]=1[NH2:14].C([O-])([O-])=O.[Cs+].[Cs+].N1C2C(=CC=C3C=2N=CC=C3)C=CC=1. The catalyst is O1CCOCC1.[Cu]I. The product is [Br:1][C:2]1[CH:10]=[CH:9][C:5]([C:6]2[O:7][C:12]3[CH:18]=[CH:17][CH:16]=[CH:15][C:13]=3[N:14]=2)=[CH:4][CH:3]=1. The yield is 0.870.